Predict the product of the given reaction. From a dataset of Forward reaction prediction with 1.9M reactions from USPTO patents (1976-2016). (1) Given the reactants Cl[C:2]1[C:11]2[C:6](=[CH:7][C:8]([O:14][CH2:15][CH2:16][CH2:17][N:18]3[CH2:23][CH2:22][O:21][CH2:20][CH2:19]3)=[C:9]([O:12][CH3:13])[CH:10]=2)[N:5]=[CH:4][N:3]=1.[CH2:24]1[O:33][C:32]2[C:26](=[C:27]([CH:29]=[CH:30][CH:31]=2)[NH2:28])[O:25]1.CC(O)CCC.Cl, predict the reaction product. The product is: [CH3:13][O:12][C:9]1[CH:10]=[C:11]2[C:6](=[CH:7][C:8]=1[O:14][CH2:15][CH2:16][CH2:17][N:18]1[CH2:23][CH2:22][O:21][CH2:20][CH2:19]1)[N:5]=[CH:4][N:3]=[C:2]2[NH:28][C:27]1[CH:29]=[CH:30][CH:31]=[C:32]2[O:33][CH2:24][O:25][C:26]=12. (2) Given the reactants C([O:3][C:4](=[O:34])[CH2:5][CH2:6][N:7]([S:17]([C:20]1[CH:25]=[CH:24][C:23]([O:26][C:27]2[CH:32]=[CH:31][C:30]([F:33])=[CH:29][CH:28]=2)=[CH:22][CH:21]=1)(=[O:19])=[O:18])[C:8]1([C:13](=[O:16])[NH:14][OH:15])[CH2:12][CH2:11][CH2:10][CH2:9]1)C.C1(C)C=CC=CC=1.O.[OH-].[Na+], predict the reaction product. The product is: [F:33][C:30]1[CH:29]=[CH:28][C:27]([O:26][C:23]2[CH:24]=[CH:25][C:20]([S:17]([N:7]([C:8]3([C:13](=[O:16])[NH:14][OH:15])[CH2:12][CH2:11][CH2:10][CH2:9]3)[CH2:6][CH2:5][C:4]([OH:34])=[O:3])(=[O:19])=[O:18])=[CH:21][CH:22]=2)=[CH:32][CH:31]=1. (3) Given the reactants Cl[CH:2]([CH2:6][O:7][CH3:8])[C:3](Cl)=[O:4].[NH2:9][C:10]1[CH:15]=[CH:14][C:13]([S:16]([N:19]([CH2:25][C:26]2[CH:31]=[CH:30][C:29]([O:32][CH3:33])=[CH:28][CH:27]=2)[C:20]2[S:21][CH:22]=[CH:23][N:24]=2)(=[O:18])=[O:17])=[CH:12][C:11]=1[OH:34].C([O-])([O-])=O.[Cs+].[Cs+], predict the reaction product. The product is: [CH3:33][O:32][C:29]1[CH:28]=[CH:27][C:26]([CH2:25][N:19]([C:20]2[S:21][CH:22]=[CH:23][N:24]=2)[S:16]([C:13]2[CH:14]=[CH:15][C:10]3[NH:9][C:3](=[O:4])[CH:2]([CH2:6][O:7][CH3:8])[O:34][C:11]=3[CH:12]=2)(=[O:18])=[O:17])=[CH:31][CH:30]=1.